This data is from Catalyst prediction with 721,799 reactions and 888 catalyst types from USPTO. The task is: Predict which catalyst facilitates the given reaction. Reactant: Cl.C(OCC)C.[Cl:7][C:8]1[CH:39]=[CH:38][C:11]2[O:12][CH2:13][C:14]3[CH:37]=[CH:36][CH:35]=[CH:34][C:15]=3[N:16]([CH2:17][C@H:18]3[CH2:22][CH2:21][CH2:20][N:19]3[CH2:23][CH2:24][C:25]3[CH:30]=[CH:29][C:28]4[O:31][CH2:32][O:33][C:27]=4[CH:26]=3)[C:10]=2[CH:9]=1. The catalyst class is: 4. Product: [ClH:7].[Cl:7][C:8]1[CH:39]=[CH:38][C:11]2[O:12][CH2:13][C:14]3[CH:37]=[CH:36][CH:35]=[CH:34][C:15]=3[N:16]([CH2:17][C@H:18]3[CH2:22][CH2:21][CH2:20][N:19]3[CH2:23][CH2:24][C:25]3[CH:30]=[CH:29][C:28]4[O:31][CH2:32][O:33][C:27]=4[CH:26]=3)[C:10]=2[CH:9]=1.